This data is from Reaction yield outcomes from USPTO patents with 853,638 reactions. The task is: Predict the reaction yield, written as a fraction of the theoretical maximum amount of product (1.0 means a 100% yield; for example, 0.34 means a 34% yield). (1) The catalyst is C(O)C. The product is [CH2:19]([O:18][C:16]([C:15]1[S:21][C:2]2[CH2:8][CH2:7][O:6][C:5]3[CH:9]=[CH:10][C:11]([Br:13])=[CH:12][C:4]=3[C:3]=2[N:22]=1)=[O:17])[CH3:20]. The yield is 0.690. The reactants are Br[CH:2]1[CH2:8][CH2:7][O:6][C:5]2[CH:9]=[CH:10][C:11]([Br:13])=[CH:12][C:4]=2[C:3]1=O.[C:15]([NH2:22])(=[S:21])[C:16]([O:18][CH2:19][CH3:20])=[O:17]. (2) The reactants are [C:1]1(/[CH:11]=[CH:12]/[CH:13]=[O:14])[C:10]2[C:5](=[CH:6][CH:7]=[CH:8][CH:9]=2)[CH:4]=[CH:3][CH:2]=1.Br[CH2:16][C:17]1[CH:30]=[CH:29][CH:28]=[CH:27][C:18]=1[O:19][Si](C(C)(C)C)(C)C. No catalyst specified. The product is [C:1]1([C@H:11]2[CH2:12][C:13](=[O:14])[O:19][C:18]3[CH:27]=[CH:28][CH:29]=[CH:30][C:17]=3[CH2:16]2)[C:10]2[C:5](=[CH:6][CH:7]=[CH:8][CH:9]=2)[CH:4]=[CH:3][CH:2]=1. The yield is 0.620. (3) The reactants are [OH:1][C:2]1[C:7]([N+:8]([O-])=O)=[CH:6][CH:5]=[CH:4][C:3]=1[C:11]([N:13]1[CH2:17][CH2:16][C@@H:15]([OH:18])[CH2:14]1)=[O:12].[H][H]. The catalyst is CO.[Pd]. The product is [NH2:8][C:7]1[C:2]([OH:1])=[C:3]([C:11]([N:13]2[CH2:17][CH2:16][C@@H:15]([OH:18])[CH2:14]2)=[O:12])[CH:4]=[CH:5][CH:6]=1. The yield is 0.630. (4) The reactants are [CH:1]([O:4][C:5]1[CH:6]=[C:7]([CH:9]=[CH:10][CH:11]=1)[NH2:8])([CH3:3])[CH3:2].[CH:12](=O)[CH2:13][CH2:14][CH3:15]. No catalyst specified. The product is [CH2:12]([NH:8][C:7]1[CH:9]=[CH:10][CH:11]=[C:5]([O:4][CH:1]([CH3:3])[CH3:2])[CH:6]=1)[CH2:13][CH2:14][CH3:15]. The yield is 0.840. (5) The reactants are Br[C:2]1[CH:7]=[CH:6][CH:5]=[C:4]([Br:8])[CH:3]=1.[C:9]1(B(O)O)[C:22]2[C:23]3=[C:24]4[C:19](=[CH:20][CH:21]=2)[CH:18]=[CH:17][CH:16]=[C:15]4[CH:14]=[CH:13][C:12]3=[CH:11][CH:10]=1.C([O-])([O-])=O.[Na+].[Na+].CCO. The catalyst is C1(C)C=CC=CC=1. The product is [Br:8][C:4]1[CH:3]=[C:2]([C:16]2[C:15]3[C:24]4=[C:23]5[C:12](=[CH:13][CH:14]=3)[CH:11]=[CH:10][CH:9]=[C:22]5[CH:21]=[CH:20][C:19]4=[CH:18][CH:17]=2)[CH:7]=[CH:6][CH:5]=1. The yield is 0.490. (6) The reactants are [C:1]([O:10]C)(=O)[C:2]1[C:3](=[CH:5][CH:6]=[CH:7][CH:8]=1)[SH:4].[N:12]1([C:18]2[CH:19]=[C:20]([CH:23]=[CH:24][N:25]=2)[C:21]#[N:22])[CH2:17][CH2:16][O:15][CH2:14][CH2:13]1.C(N(CC)CC)C. The catalyst is C1(C)C=CC=CC=1. The product is [N:12]1([C:18]2[CH:19]=[C:20]([C:21]3[S:4][C:3]4[CH:5]=[CH:6][CH:7]=[CH:8][C:2]=4[C:1](=[O:10])[N:22]=3)[CH:23]=[CH:24][N:25]=2)[CH2:13][CH2:14][O:15][CH2:16][CH2:17]1. The yield is 0.250. (7) The reactants are [Si]([O:8][CH2:9][C:10]1[CH:11]=[CH:12][CH:13]=[C:14]2[C:18]=1[NH:17][CH:16]=[C:15]2[C:19](=[O:28])[CH:20](Cl)[C:21]1[CH:26]=[CH:25][CH:24]=[CH:23][CH:22]=1)(C(C)(C)C)(C)C.[CH3:29][O:30][C:31]1[CH:32]=[C:33]([CH:35]=[C:36]([O:38][CH3:39])[CH:37]=1)[NH2:34]. The catalyst is C(#N)C. The product is [CH3:39][O:38][C:36]1[CH:35]=[C:33]([NH:34][CH:20]([C:21]2[CH:26]=[CH:25][CH:24]=[CH:23][CH:22]=2)[C:19]([C:15]2[C:14]3[C:18](=[C:10]([CH2:9][OH:8])[CH:11]=[CH:12][CH:13]=3)[NH:17][CH:16]=2)=[O:28])[CH:32]=[C:31]([O:30][CH3:29])[CH:37]=1. The yield is 0.100. (8) The reactants are [Br:1][C:2]1[CH:15]=[CH:14][C:5]([C:6]([C@H:8]2[CH2:10][C@H:9]2[C:11]([OH:13])=[O:12])=[O:7])=[CH:4][CH:3]=1.[CH3:16]OC(OC)(C)C.Cl. The catalyst is CO. The product is [Br:1][C:2]1[CH:3]=[CH:4][C:5]([C:6]([C@H:8]2[CH2:10][C@H:9]2[C:11]([O:13][CH3:16])=[O:12])=[O:7])=[CH:14][CH:15]=1. The yield is 0.990. (9) The reactants are O[C:2]1[C:7]([CH3:8])=[N:6][N:5]([CH3:9])[C:4](=[O:10])[CH:3]=1.O=P(Cl)(Cl)[Cl:13]. The product is [Cl:13][C:2]1[C:7]([CH3:8])=[N:6][N:5]([CH3:9])[C:4](=[O:10])[CH:3]=1. The yield is 0.700. No catalyst specified. (10) The reactants are [NH2:1][C:2]1[CH:3]=[CH:4][C:5]([Cl:10])=[C:6]([O:8][CH3:9])[CH:7]=1.[C:11](OCC)(=[O:16])[CH2:12][C:13]([CH3:15])=O. The catalyst is C1C=CC=CC=1.C1(C)C=CC(S(O)(=O)=O)=CC=1. The product is [Cl:10][C:5]1[CH:4]=[C:3]2[C:2](=[CH:7][C:6]=1[O:8][CH3:9])[NH:1][C:13]([CH3:15])=[CH:12][C:11]2=[O:16]. The yield is 0.450.